From a dataset of Catalyst prediction with 721,799 reactions and 888 catalyst types from USPTO. Predict which catalyst facilitates the given reaction. (1) Reactant: [Mg].II.COCO[C:8]1[CH:15]=[CH:14][CH:13]=[CH:12][C:9]=1[CH:10]=[O:11].[Cl-].[NH4+]. Product: [C:9]1([CH:10]([C:8]2[CH:15]=[CH:14][CH:13]=[CH:12][CH:9]=2)[OH:11])[CH:12]=[CH:13][CH:14]=[CH:15][CH:8]=1. The catalyst class is: 30. (2) Reactant: [C:1]([O:5][C:6]([NH:8][C@H:9]([C:25]([N:27]1[CH2:31][CH2:30][C@H:29]([F:32])[CH2:28]1)=[O:26])[C@H:10]([CH:12]1[CH2:17][CH2:16][CH:15]([C:18]([O:20]CCCC)=[O:19])[CH2:14][CH2:13]1)[CH3:11])=[O:7])([CH3:4])([CH3:3])[CH3:2].CO.[OH-].[Li+].S(=O)(=O)(O)[O-].[Na+]. Product: [C:1]([O:5][C:6]([NH:8][C@H:9]([C:25]([N:27]1[CH2:31][CH2:30][C@H:29]([F:32])[CH2:28]1)=[O:26])[C@H:10]([CH:12]1[CH2:17][CH2:16][CH:15]([C:18]([OH:20])=[O:19])[CH2:14][CH2:13]1)[CH3:11])=[O:7])([CH3:2])([CH3:3])[CH3:4]. The catalyst class is: 1. (3) The catalyst class is: 117. Product: [C:37]([C:34]1[S:33][C:32]([C:30]([NH:29][C@@H:15]([CH2:14][C:11]2[CH:12]=[CH:13][C:8]([C:5]3[N:4]=[CH:3][C:2]([C:61]4[CH:62]=[CH:63][C:58]([OH:57])=[CH:59][CH:60]=4)=[CH:7][N:6]=3)=[CH:9][CH:10]=2)[C:16]([N:18]2[CH2:21][CH:20]([C:22]([O:24][C:25]([CH3:28])([CH3:27])[CH3:26])=[O:23])[CH2:19]2)=[O:17])=[O:31])=[CH:36][CH:35]=1)([CH3:40])([CH3:39])[CH3:38]. Reactant: Br[C:2]1[CH:3]=[N:4][C:5]([C:8]2[CH:13]=[CH:12][C:11]([CH2:14][C@H:15]([NH:29][C:30]([C:32]3[S:33][C:34]([C:37]([CH3:40])([CH3:39])[CH3:38])=[CH:35][CH:36]=3)=[O:31])[C:16]([N:18]3[CH2:21][CH:20]([C:22]([O:24][C:25]([CH3:28])([CH3:27])[CH3:26])=[O:23])[CH2:19]3)=[O:17])=[CH:10][CH:9]=2)=[N:6][CH:7]=1.O.O.O.O.O.O.O.O.O.O.C(=O)([O-])[O-].[Na+].[Na+].[OH:57][C:58]1[CH:63]=[CH:62][C:61](B(O)O)=[CH:60][CH:59]=1. (4) Reactant: [O:1]1[C:10]2[CH:9]=[C:8]([CH2:11][N:12]([CH:20]3[CH2:25][CH2:24][N:23]([CH:26]([CH2:41][O:42]CC4C=CC=CC=4)[CH2:27][N:28]4[C:37]5[C:32](=[CH:33][CH:34]=[C:35]([O:38][CH3:39])[N:36]=5)[CH2:31][CH2:30][C:29]4=[O:40])[CH2:22][CH2:21]3)[C:13](=[O:19])[O:14][C:15]([CH3:18])([CH3:17])[CH3:16])[N:7]=[CH:6][C:5]=2[O:4][CH2:3][CH2:2]1.[H][H]. Product: [O:1]1[C:10]2[CH:9]=[C:8]([CH2:11][N:12]([CH:20]3[CH2:25][CH2:24][N:23]([CH:26]([CH2:27][N:28]4[C:37]5[C:32](=[CH:33][CH:34]=[C:35]([O:38][CH3:39])[N:36]=5)[CH2:31][CH2:30][C:29]4=[O:40])[CH2:41][OH:42])[CH2:22][CH2:21]3)[C:13](=[O:19])[O:14][C:15]([CH3:18])([CH3:17])[CH3:16])[N:7]=[CH:6][C:5]=2[O:4][CH2:3][CH2:2]1. The catalyst class is: 8. (5) Reactant: [Cl:1][C:2]1[CH:3]=[C:4]([CH:8]=[CH:9][C:10]=1[N+:11]([O-:13])=[O:12])[C:5](Cl)=[O:6].C(N(CC)C(C)C)(C)C.[NH2:23][CH2:24][CH2:25][N:26]1[CH2:31][CH2:30][O:29][CH2:28][CH2:27]1. Product: [Cl:1][C:2]1[CH:3]=[C:4]([CH:8]=[CH:9][C:10]=1[N+:11]([O-:13])=[O:12])[C:5]([NH:23][CH2:24][CH2:25][N:26]1[CH2:31][CH2:30][O:29][CH2:28][CH2:27]1)=[O:6]. The catalyst class is: 2. (6) Reactant: [OH-:1].[K+].O.[CH2:4]([C:6]([C:25]1[CH:38]=[CH:37][C:28]([O:29][CH2:30][C@@H:31]2[O:35][C:34](=[O:36])[CH2:33][CH2:32]2)=[C:27]([CH3:39])[CH:26]=1)([C:9]1[CH:14]=[CH:13][C:12]([C:15]2[O:16][C:17]([C:20]([OH:23])([CH3:22])[CH3:21])=[CH:18][CH:19]=2)=[C:11]([CH3:24])[CH:10]=1)[CH2:7][CH3:8])[CH3:5]. Product: [CH2:4]([C:6]([C:25]1[CH:38]=[CH:37][C:28]([O:29][CH2:30][C@H:31]([OH:35])[CH2:32][CH2:33][C:34]([OH:36])=[O:1])=[C:27]([CH3:39])[CH:26]=1)([C:9]1[CH:14]=[CH:13][C:12]([C:15]2[O:16][C:17]([C:20]([OH:23])([CH3:22])[CH3:21])=[CH:18][CH:19]=2)=[C:11]([CH3:24])[CH:10]=1)[CH2:7][CH3:8])[CH3:5]. The catalyst class is: 5. (7) Reactant: [C:1](Cl)(=[O:3])[CH3:2].[Br:5][C:6]1[S:7][CH:8]=[CH:9][C:10]=1[CH3:11]. Product: [Br:5][C:6]1[S:7][C:8]([C:1](=[O:3])[CH3:2])=[CH:9][C:10]=1[CH3:11]. The catalyst class is: 4.